This data is from Catalyst prediction with 721,799 reactions and 888 catalyst types from USPTO. The task is: Predict which catalyst facilitates the given reaction. (1) Reactant: [H-].[H-].[H-].[H-].[Li+].[Al+3].[CH:7]1[C:15]2[N:14]3[C:16]([C@@H:19]4[C@H:23]([CH3:24])[CH2:22][C@H:21]([NH:25][CH:26]=O)[CH2:20]4)=[CH:17][N:18]=[C:13]3[CH:12]=[N:11][C:10]=2[NH:9][CH:8]=1. Product: [CH:7]1[C:15]2[N:14]3[C:16]([C@@H:19]4[C@H:23]([CH3:24])[CH2:22][C@H:21]([NH:25][CH3:26])[CH2:20]4)=[CH:17][N:18]=[C:13]3[CH:12]=[N:11][C:10]=2[NH:9][CH:8]=1. The catalyst class is: 1. (2) Reactant: [F:1][C:2]([F:20])([F:19])[O:3][C:4]1[CH:18]=[CH:17][C:7]([O:8][CH:9]([CH2:15][CH3:16])[C:10]([O:12]CC)=[O:11])=[CH:6][CH:5]=1.O.[OH-].[Li+]. Product: [F:1][C:2]([F:19])([F:20])[O:3][C:4]1[CH:5]=[CH:6][C:7]([O:8][CH:9]([CH2:15][CH3:16])[C:10]([OH:12])=[O:11])=[CH:17][CH:18]=1. The catalyst class is: 5.